This data is from NCI-60 drug combinations with 297,098 pairs across 59 cell lines. The task is: Regression. Given two drug SMILES strings and cell line genomic features, predict the synergy score measuring deviation from expected non-interaction effect. (1) Drug 1: CC1=C(C=C(C=C1)C(=O)NC2=CC(=CC(=C2)C(F)(F)F)N3C=C(N=C3)C)NC4=NC=CC(=N4)C5=CN=CC=C5. Drug 2: CNC(=O)C1=NC=CC(=C1)OC2=CC=C(C=C2)NC(=O)NC3=CC(=C(C=C3)Cl)C(F)(F)F. Cell line: KM12. Synergy scores: CSS=1.75, Synergy_ZIP=-3.30, Synergy_Bliss=-6.25, Synergy_Loewe=-9.34, Synergy_HSA=-6.58. (2) Drug 1: CCCCC(=O)OCC(=O)C1(CC(C2=C(C1)C(=C3C(=C2O)C(=O)C4=C(C3=O)C=CC=C4OC)O)OC5CC(C(C(O5)C)O)NC(=O)C(F)(F)F)O. Drug 2: CN(CCCl)CCCl.Cl. Cell line: HCT116. Synergy scores: CSS=86.8, Synergy_ZIP=4.04, Synergy_Bliss=3.37, Synergy_Loewe=5.18, Synergy_HSA=5.95. (3) Drug 1: CC(CN1CC(=O)NC(=O)C1)N2CC(=O)NC(=O)C2. Drug 2: C1=CC(=CC=C1C#N)C(C2=CC=C(C=C2)C#N)N3C=NC=N3. Cell line: NCI-H460. Synergy scores: CSS=31.2, Synergy_ZIP=6.38, Synergy_Bliss=2.16, Synergy_Loewe=-2.85, Synergy_HSA=-1.05. (4) Drug 1: COC1=C(C=C2C(=C1)N=CN=C2NC3=CC(=C(C=C3)F)Cl)OCCCN4CCOCC4. Drug 2: CC(C)(C#N)C1=CC(=CC(=C1)CN2C=NC=N2)C(C)(C)C#N. Cell line: ACHN. Synergy scores: CSS=45.3, Synergy_ZIP=0.776, Synergy_Bliss=1.95, Synergy_Loewe=1.72, Synergy_HSA=3.47. (5) Drug 1: CC1C(C(CC(O1)OC2CC(CC3=C2C(=C4C(=C3O)C(=O)C5=C(C4=O)C(=CC=C5)OC)O)(C(=O)CO)O)N)O.Cl. Drug 2: N.N.Cl[Pt+2]Cl. Cell line: HL-60(TB). Synergy scores: CSS=88.8, Synergy_ZIP=1.41, Synergy_Bliss=1.23, Synergy_Loewe=0.212, Synergy_HSA=3.91. (6) Drug 1: CC1=C(C(CCC1)(C)C)C=CC(=CC=CC(=CC(=O)O)C)C. Drug 2: C1=CN(C=N1)CC(O)(P(=O)(O)O)P(=O)(O)O. Cell line: U251. Synergy scores: CSS=-5.88, Synergy_ZIP=2.07, Synergy_Bliss=-1.54, Synergy_Loewe=-3.05, Synergy_HSA=-6.60. (7) Drug 1: C1CCN(CC1)CCOC2=CC=C(C=C2)C(=O)C3=C(SC4=C3C=CC(=C4)O)C5=CC=C(C=C5)O. Drug 2: CC1CCC2CC(C(=CC=CC=CC(CC(C(=O)C(C(C(=CC(C(=O)CC(OC(=O)C3CCCCN3C(=O)C(=O)C1(O2)O)C(C)CC4CCC(C(C4)OC)O)C)C)O)OC)C)C)C)OC. Cell line: HS 578T. Synergy scores: CSS=26.1, Synergy_ZIP=1.35, Synergy_Bliss=0.820, Synergy_Loewe=-6.33, Synergy_HSA=-1.77. (8) Synergy scores: CSS=27.6, Synergy_ZIP=4.09, Synergy_Bliss=2.30, Synergy_Loewe=0.330, Synergy_HSA=-0.0920. Cell line: SNB-19. Drug 1: CC1=CC=C(C=C1)C2=CC(=NN2C3=CC=C(C=C3)S(=O)(=O)N)C(F)(F)F. Drug 2: CC12CCC3C(C1CCC2OP(=O)(O)O)CCC4=C3C=CC(=C4)OC(=O)N(CCCl)CCCl.[Na+].